Dataset: Peptide-MHC class I binding affinity with 185,985 pairs from IEDB/IMGT. Task: Regression. Given a peptide amino acid sequence and an MHC pseudo amino acid sequence, predict their binding affinity value. This is MHC class I binding data. (1) The peptide sequence is LLYAHINAL. The MHC is HLA-C12:03 with pseudo-sequence HLA-C12:03. The binding affinity (normalized) is 0.501. (2) The MHC is HLA-A32:01 with pseudo-sequence HLA-A32:01. The peptide sequence is FLKEKGGL. The binding affinity (normalized) is 0.